Dataset: Full USPTO retrosynthesis dataset with 1.9M reactions from patents (1976-2016). Task: Predict the reactants needed to synthesize the given product. (1) Given the product [NH2:9][CH:3]([CH2:4][C:5]1([CH3:8])[CH2:7][CH2:6]1)[CH2:2][OH:1], predict the reactants needed to synthesize it. The reactants are: [OH:1][CH2:2][CH:3]([NH:9]C(=O)OCC1C=CC=CC=1)[CH2:4][C:5]1([CH3:8])[CH2:7][CH2:6]1.Cl. (2) Given the product [O:4]1[CH2:5][CH2:6][C:2]([N:13]2[CH:14]=[N:15][C:11]([C:9]([OH:10])=[O:8])=[N:12]2)=[N:3]1, predict the reactants needed to synthesize it. The reactants are: Br[C:2]1[CH:6]=[CH:5][O:4][N:3]=1.C[O:8][C:9]([C:11]1[N:15]=[CH:14][NH:13][N:12]=1)=[O:10]. (3) Given the product [Cl:12][C:13]1[CH:18]=[CH:17][C:16]2[N:19]([CH2:2][CH2:3][N:4]3[CH2:9][CH2:8][CH2:7][CH2:6][C:5]3=[O:10])[C:25]3[CH2:26][CH2:27][N:22]([CH3:21])[CH2:23][C:24]=3[C:15]=2[CH:14]=1, predict the reactants needed to synthesize it. The reactants are: Br[CH2:2][CH2:3][N:4]1[CH2:9][CH2:8][CH2:7][CH2:6][C:5]1=[O:10].Cl.[Cl:12][C:13]1[CH:18]=[CH:17][C:16]([NH:19]N)=[CH:15][CH:14]=1.[CH3:21][N:22]1[CH2:27][CH2:26][C:25](=O)[CH2:24][CH2:23]1. (4) Given the product [Cl-:1].[F:8][C:9]1[CH:10]=[C:11]([CH:31]=[CH:32][C:33]=1[N:34]1[CH:38]=[N:37][N:36]=[N:35]1)[CH2:12][O:13][CH2:14][C@@H:15]1[CH2:17][C@@H:16]1[CH:18]1[CH2:23][CH2:22][NH2+:21][CH2:20][CH2:19]1, predict the reactants needed to synthesize it. The reactants are: [ClH:1].O1CCOCC1.[F:8][C:9]1[CH:10]=[C:11]([CH:31]=[CH:32][C:33]=1[N:34]1[CH:38]=[N:37][N:36]=[N:35]1)[CH2:12][O:13][CH2:14][C@@H:15]1[CH2:17][C@@H:16]1[CH:18]1[CH2:23][CH2:22][N:21](C(OC(C)(C)C)=O)[CH2:20][CH2:19]1. (5) Given the product [C:13]([CH:17]1[CH2:22][CH2:21][CH:20]([O:12][C:4]2[CH:3]=[C:2]([I:1])[C:11]3[C:6]([CH:5]=2)=[CH:7][CH:8]=[CH:9][CH:10]=3)[CH2:19][CH2:18]1)([CH3:16])([CH3:15])[CH3:14], predict the reactants needed to synthesize it. The reactants are: [I:1][C:2]1[C:11]2[C:6](=[CH:7][CH:8]=[CH:9][CH:10]=2)[CH:5]=[C:4]([OH:12])[CH:3]=1.[C:13]([CH:17]1[CH2:22][CH2:21][CH:20](OS(C)(=O)=O)[CH2:19][CH2:18]1)([CH3:16])([CH3:15])[CH3:14].C(=O)([O-])[O-].[Cs+].[Cs+]. (6) Given the product [N:26]1[CH:27]=[CH:28][CH:29]=[N:30][C:25]=1[N:1]1[CH2:6][CH2:5][C:4]([C:7]2[CH:12]=[CH:11][C:10]([N:13]3[CH2:17][C@H:16]([CH2:18][NH:19][C:20](=[O:22])[CH3:21])[O:15][C:14]3=[O:23])=[CH:9][CH:8]=2)=[CH:3][CH2:2]1, predict the reactants needed to synthesize it. The reactants are: [NH:1]1[CH2:6][CH2:5][C:4]([C:7]2[CH:12]=[CH:11][C:10]([N:13]3[CH2:17][C@H:16]([CH2:18][NH:19][C:20](=[O:22])[CH3:21])[O:15][C:14]3=[O:23])=[CH:9][CH:8]=2)=[CH:3][CH2:2]1.Cl[C:25]1[N:30]=[CH:29][CH:28]=[CH:27][N:26]=1. (7) Given the product [CH3:1][O:2][C:9](=[O:10])[NH:5][C:21]1[CH:20]=[N:19][C:18]([N:12]2[CH2:13][CH2:14][O:15][CH2:16][CH2:17]2)=[CH:26][C:25]=1[C:27]1[CH:32]=[CH:31][CH:30]=[CH:29][C:28]=1[CH3:33], predict the reactants needed to synthesize it. The reactants are: [CH3:1][O-:2].[Na+].Br[N:5]1[C:9](=[O:10])CCC1=O.[N:12]1([C:18]2[CH:26]=[C:25]([C:27]3[CH:32]=[CH:31][CH:30]=[CH:29][C:28]=3[CH3:33])[C:21](C(N)=O)=[CH:20][N:19]=2)[CH2:17][CH2:16][O:15][CH2:14][CH2:13]1.Cl.